This data is from Clinical trial toxicity outcomes and FDA approval status for drugs. The task is: Regression/Classification. Given a drug SMILES string, predict its toxicity properties. Task type varies by dataset: regression for continuous values (e.g., LD50, hERG inhibition percentage) or binary classification for toxic/non-toxic outcomes (e.g., AMES mutagenicity, cardiotoxicity, hepatotoxicity). Dataset: clintox. (1) The drug is Cc1cccc(C[NH+]2CCN(C(c3ccccc3)c3ccc(Cl)cc3)CC2)c1. The result is 0 (passed clinical trial). (2) The compound is O=C1c2c(O)ccc(O)c2C(=O)c2c(NCCNCCO)ccc(NCCNCCO)c21. The result is 1 (failed clinical trial for toxicity). (3) The molecule is CN(C)/N=N/c1[nH]cnc1C(N)=O. The result is 0 (passed clinical trial). (4) The compound is CCOC(=O)[C@H](CCc1ccccc1)[NH2+][C@@H](C)C(=O)N1CCC[C@H]1C(=O)[O-]. The result is 0 (passed clinical trial). (5) The compound is C/C1=C2/N=C(/C=C3\N/C(=C(/C)C4=N[C@@](C)(C5N=C1[C@](C)(CCC(=O)NC[C@H](C)OP(=O)([O-])O[C@@H]1[C@@H](CO)O[C@H](n6cnc7cc(C)c(C)cc76)[C@@H]1O)[C@H]5CC(N)=O)[C@@](C)(CC(N)=O)[C@@H]4CCC(N)=O)[C@@](C)(CC(N)=O)[C@@H]3CCC(N)=O)C(C)(C)[C@@H]2CCC(N)=O. The result is 0 (passed clinical trial). (6) The compound is Oc1c(Cl)cc(Cl)c(Cl)c1Cc1c(O)c(Cl)cc(Cl)c1Cl. The result is 0 (passed clinical trial). (7) The molecule is O=C([O-])Cc1ccccc1Nc1c(Cl)cccc1Cl. The result is 0 (passed clinical trial).